From a dataset of Catalyst prediction with 721,799 reactions and 888 catalyst types from USPTO. Predict which catalyst facilitates the given reaction. (1) Reactant: C(OC=C(C#N)[C:6]#[N:7])C.[C:10](O)(=O)[C:11](O)=O.[CH2:16]([NH:18][NH2:19])[CH3:17].[CH2:20]([N:22](CC)CC)C. Product: [NH2:22][C:20]1[N:19]([CH2:10][CH3:11])[N:18]=[CH:16][C:17]=1[C:6]#[N:7]. The catalyst class is: 8. (2) Reactant: Br[C:2]1[CH:3]=[CH:4][C:5]([CH:8]2[CH2:10][CH2:9]2)=[N:6][CH:7]=1.[B:11]1([B:11]2[O:15][C:14]([CH3:17])([CH3:16])[C:13]([CH3:19])([CH3:18])[O:12]2)[O:15][C:14]([CH3:17])([CH3:16])[C:13]([CH3:19])([CH3:18])[O:12]1.C([O-])(=O)C.[K+]. Product: [CH:8]1([C:5]2[CH:4]=[CH:3][C:2]([B:11]3[O:15][C:14]([CH3:17])([CH3:16])[C:13]([CH3:19])([CH3:18])[O:12]3)=[CH:7][N:6]=2)[CH2:10][CH2:9]1. The catalyst class is: 440. (3) Reactant: [CH3:1][C:2]1[C:7]([N+:8]([O-:10])=[O:9])=[CH:6][N:5]=[C:4]([NH2:11])[CH:3]=1.[C:12](OC(=O)C)(=[O:14])[CH3:13]. Product: [CH3:1][C:2]1[C:7]([N+:8]([O-:10])=[O:9])=[CH:6][N:5]=[C:4]([NH:11][C:12](=[O:14])[CH3:13])[CH:3]=1. The catalyst class is: 6. (4) Reactant: [C:1]([C:4]1[CH:15]=[C:14]([Cl:16])[CH:13]=[CH:12][C:5]=1[O:6][CH2:7][C:8]([O:10]C)=[O:9])(=O)[CH3:2].CC[O-].[Na+]. Product: [Cl:16][C:14]1[CH:13]=[CH:12][C:5]2[O:6][C:7]([C:8]([OH:10])=[O:9])=[C:1]([CH3:2])[C:4]=2[CH:15]=1. The catalyst class is: 14. (5) Reactant: [NH2:1][C:2]1[N:11]=[C:10]([O:12][CH2:13][CH3:14])[C:9]2[C:4](=[N:5][CH:6]=[CH:7][N:8]=2)[N:3]=1.[OH:15]O. Product: [NH2:1][C:2]1[N:11]=[C:10]([O:12][CH2:13][CH3:14])[C:9]2[C:4](=[N:5][CH:6]=[CH:7][N:8]=2)[N+:3]=1[O-:15]. The catalyst class is: 55. (6) The catalyst class is: 3. Reactant: Cl.[NH:2]1[C:7]2[N:8]=[CH:9][CH:10]=[CH:11][C:6]=2[C:5]2([CH2:16][CH2:15][NH:14][CH2:13][CH2:12]2)[O:4][C:3]1=[O:17].Cl[C:19]1[N:24]=[CH:23][N:22]=[C:21]([O:25][C:26]2[CH:27]=[C:28]([C:36](F)(F)F)[C:29]3[N:33]=[C:32]([CH3:34])[NH:31][C:30]=3[CH:35]=2)[CH:20]=1.CCN(C(C)C)C(C)C. Product: [CH3:34][C:32]1[NH:31][C:30]2[CH:35]=[C:26]([O:25][C:21]3[N:22]=[CH:23][N:24]=[C:19]([N:14]4[CH2:13][CH2:12][C:5]5([O:4][C:3](=[O:17])[NH:2][C:7]6[N:8]=[CH:9][CH:10]=[CH:11][C:6]5=6)[CH2:16][CH2:15]4)[CH:20]=3)[CH:27]=[C:28]([CH3:36])[C:29]=2[N:33]=1.